From a dataset of Peptide-MHC class I binding affinity with 185,985 pairs from IEDB/IMGT. Regression. Given a peptide amino acid sequence and an MHC pseudo amino acid sequence, predict their binding affinity value. This is MHC class I binding data. (1) The peptide sequence is LLYAAEMVEY. The MHC is HLA-A11:01 with pseudo-sequence HLA-A11:01. The binding affinity (normalized) is 1.00. (2) The peptide sequence is NHINVFLSL. The MHC is Mamu-A07 with pseudo-sequence Mamu-A07. The binding affinity (normalized) is 0.935. (3) The peptide sequence is EMIWDPNGW. The MHC is HLA-B27:05 with pseudo-sequence HLA-B27:05. The binding affinity (normalized) is 0.0847. (4) The peptide sequence is VKIPTHRHI. The MHC is HLA-A26:01 with pseudo-sequence HLA-A26:01. The binding affinity (normalized) is 0. (5) The peptide sequence is NFPQHVITK. The MHC is HLA-A03:01 with pseudo-sequence HLA-A03:01. The binding affinity (normalized) is 0.233. (6) The peptide sequence is VPPTNSINK. The MHC is HLA-A30:01 with pseudo-sequence HLA-A30:01. The binding affinity (normalized) is 0.0847.